Dataset: Full USPTO retrosynthesis dataset with 1.9M reactions from patents (1976-2016). Task: Predict the reactants needed to synthesize the given product. (1) Given the product [C:18]([NH:17][CH2:16][CH2:15][C:10]1[CH:11]=[CH:12][CH:13]=[CH:14][C:9]=1[C:8]1[O:7][N:6]=[C:5]([C@@H:21]2[C@@H:26]([C:27]3[CH:28]=[CH:29][C:30]([O:33][CH2:34][CH2:35][O:36][C:37]4[C:38]([Cl:45])=[CH:39][C:40]([CH3:44])=[CH:41][C:42]=4[Cl:43])=[CH:31][CH:32]=3)[CH2:25][CH2:24][N:23]([C:46]([O:48][C:49]([CH3:51])([CH3:50])[CH3:52])=[O:47])[CH2:22]2)[C:4]=1[CH:1]([OH:3])[CH3:2])(=[O:20])[CH3:19], predict the reactants needed to synthesize it. The reactants are: [C:1]([C:4]1[C:5]([C@@H:21]2[C@@H:26]([C:27]3[CH:32]=[CH:31][C:30]([O:33][CH2:34][CH2:35][O:36][C:37]4[C:42]([Cl:43])=[CH:41][C:40]([CH3:44])=[CH:39][C:38]=4[Cl:45])=[CH:29][CH:28]=3)[CH2:25][CH2:24][N:23]([C:46]([O:48][C:49]([CH3:52])([CH3:51])[CH3:50])=[O:47])[CH2:22]2)=[N:6][O:7][C:8]=1[C:9]1[CH:14]=[CH:13][CH:12]=[CH:11][C:10]=1[CH2:15][CH2:16][NH:17][C:18](=[O:20])[CH3:19])(=[O:3])[CH3:2].[BH4-].[Na+]. (2) Given the product [CH:1]1([O:6][C:7](=[O:27])[C@@H:8]([NH:19][C:20]([O:22][C:23]([CH3:25])([CH3:24])[CH3:26])=[O:21])[CH2:9][CH2:10][OH:11])[CH2:5][CH2:4][CH2:3][CH2:2]1, predict the reactants needed to synthesize it. The reactants are: [CH:1]1([O:6][C:7](=[O:27])[C@@H:8]([NH:19][C:20]([O:22][C:23]([CH3:26])([CH3:25])[CH3:24])=[O:21])[CH2:9][CH2:10][O:11][Si](C(C)(C)C)(C)C)[CH2:5][CH2:4][CH2:3][CH2:2]1.C(OCC)(=O)C.